From a dataset of Reaction yield outcomes from USPTO patents with 853,638 reactions. Predict the reaction yield, written as a fraction of the theoretical maximum amount of product (1.0 means a 100% yield; for example, 0.34 means a 34% yield). The reactants are [CH:1]1([NH:7][C:8]2[CH:13]=[CH:12][CH:11]=[CH:10][C:9]=2[NH:14][C:15](=[O:21])[O:16][C:17]([CH3:20])([CH3:19])[CH3:18])[CH2:6][CH2:5][CH2:4][CH2:3][CH2:2]1.[F:22][C:23]([F:34])([F:33])[C:24]([N@@:26]1[CH2:28][CH:27]1[C:29]([O:31][CH3:32])=[O:30])=[O:25].C1(NC2C=CC=CC=2NC(=O)OCC2C=CC=CC=2)CCCCC1.C1(N2C[C@@H](NC(=O)NC3C=C(C=CC=3)C([O-])=O)C(=O)N(CC(=O)C(C)(C)C)C3C=CC=CC2=3)CCCCC1.[Ca+2].C1(N2C[C@@H](NC(=O)NC3C=C(C=CC=3)C([O-])=O)C(=O)N(CC(=O)C(C)(C)C)C3C=CC=CC2=3)CCCCC1. No catalyst specified. The product is [C:17]([O:16][C:15]([NH:14][C:9]1[CH:10]=[CH:11][CH:12]=[CH:13][C:8]=1[N:7]([CH:1]1[CH2:2][CH2:3][CH2:4][CH2:5][CH2:6]1)[CH2:28][C@@H:27]([NH:26][C:24](=[O:25])[C:23]([F:22])([F:33])[F:34])[C:29]([O:31][CH3:32])=[O:30])=[O:21])([CH3:18])([CH3:20])[CH3:19]. The yield is 0.750.